This data is from Full USPTO retrosynthesis dataset with 1.9M reactions from patents (1976-2016). The task is: Predict the reactants needed to synthesize the given product. Given the product [NH2:6][C:7]1[C:8]([Br:17])=[CH:9][C:10]([C:11]([O:13][CH3:18])=[O:12])=[CH:14][C:15]=1[Br:16], predict the reactants needed to synthesize it. The reactants are: S(=O)(=O)(O)O.[NH2:6][C:7]1[C:15]([Br:16])=[CH:14][C:10]([C:11]([OH:13])=[O:12])=[CH:9][C:8]=1[Br:17].[CH3:18]O.